From a dataset of Reaction yield outcomes from USPTO patents with 853,638 reactions. Predict the reaction yield, written as a fraction of the theoretical maximum amount of product (1.0 means a 100% yield; for example, 0.34 means a 34% yield). (1) The reactants are [Br:1][C:2]1[C:8]([Cl:9])=[CH:7][C:5]([NH2:6])=[C:4]([F:10])[CH:3]=1.C1C(=O)N([Cl:18])C(=O)C1. The catalyst is C(#N)C. The product is [Br:1][C:2]1[CH:3]=[C:4]([F:10])[C:5]([NH2:6])=[C:7]([Cl:18])[C:8]=1[Cl:9]. The yield is 0.760. (2) The catalyst is C(OCC)(=O)C. The reactants are [F:1][C:2]([F:35])([F:34])[C:3]1[CH:4]=[C:5]([C:13]([CH3:33])([CH3:32])[C:14]([N:16]([C:18]2[CH:19]=[N:20][C:21](Cl)=[CH:22][C:23]=2[C:24]2[CH:29]=[CH:28][CH:27]=[CH:26][C:25]=2[Br:30])[CH3:17])=[O:15])[CH:6]=[C:7]([C:9]([F:12])([F:11])[F:10])[CH:8]=1.CS(C)=O.[OH:40][CH2:41][C@@H:42]1[CH2:46][C@@H:45]([OH:47])[CH2:44][NH:43]1. The product is [F:1][C:2]([F:35])([F:34])[C:3]1[CH:4]=[C:5]([C:13]([CH3:33])([CH3:32])[C:14]([N:16]([C:18]2[CH:19]=[N:20][C:21]([N:43]3[CH2:44][C@H:45]([OH:47])[CH2:46][C@H:42]3[CH2:41][OH:40])=[CH:22][C:23]=2[C:24]2[CH:29]=[CH:28][CH:27]=[CH:26][C:25]=2[Br:30])[CH3:17])=[O:15])[CH:6]=[C:7]([C:9]([F:12])([F:11])[F:10])[CH:8]=1. The yield is 0.480. (3) The reactants are [CH2:1]([N:8]([CH2:13][CH2:14][CH2:15][OH:16])[C:9](=[O:12])[CH2:10]Cl)[C:2]1[CH:7]=[CH:6][CH:5]=[CH:4][CH:3]=1.[H-].[Na+]. The catalyst is C1COCC1. The product is [CH2:1]([N:8]1[CH2:13][CH2:14][CH2:15][O:16][CH2:10][C:9]1=[O:12])[C:2]1[CH:7]=[CH:6][CH:5]=[CH:4][CH:3]=1. The yield is 0.680.